From a dataset of Forward reaction prediction with 1.9M reactions from USPTO patents (1976-2016). Predict the product of the given reaction. (1) Given the reactants Cl[C:2]1[C:3](=[O:15])[N:4]([C@H:9]([CH:12]2[CH2:14][CH2:13]2)[CH2:10][CH3:11])[CH:5]=[C:6]([Cl:8])[N:7]=1.[Br:16][C:17]1[CH:18]=[C:19]2[C:23](=[C:24]([Br:26])[CH:25]=1)[NH:22][CH2:21][CH2:20]2, predict the reaction product. The product is: [Cl:8][C:6]1[N:7]=[C:2]([N:22]2[C:23]3[C:19](=[CH:18][C:17]([Br:16])=[CH:25][C:24]=3[Br:26])[CH2:20][CH2:21]2)[C:3](=[O:15])[N:4]([C@H:9]([CH:12]2[CH2:14][CH2:13]2)[CH2:10][CH3:11])[CH:5]=1. (2) Given the reactants [CH3:1][C:2]1[C:7]([C:8](OCC)=[O:9])=[C:6]([C:13]2[CH:18]=[CH:17][C:16]([CH3:19])=[CH:15][CH:14]=2)[N:5]=[C:4]([N:20]2[CH2:25][CH2:24][CH2:23][CH2:22][CH2:21]2)[N:3]=1.[H-].C([Al+]CC(C)C)C(C)C, predict the reaction product. The product is: [CH3:1][C:2]1[C:7]([CH2:8][OH:9])=[C:6]([C:13]2[CH:14]=[CH:15][C:16]([CH3:19])=[CH:17][CH:18]=2)[N:5]=[C:4]([N:20]2[CH2:25][CH2:24][CH2:23][CH2:22][CH2:21]2)[N:3]=1.